This data is from Full USPTO retrosynthesis dataset with 1.9M reactions from patents (1976-2016). The task is: Predict the reactants needed to synthesize the given product. (1) Given the product [Cl:1][C:2]1[CH:3]=[CH:4][C:5]([O:51][CH:52]([F:54])[F:53])=[C:6]([C:8]2[C:12]([NH:13][C:14]([C:16]3[CH:17]=[N:18][N:19]4[CH:24]=[CH:23][CH:22]=[N:21][C:20]=34)=[O:15])=[CH:11][N:10]([CH2:25][C:26]([N:28]3[CH2:33][CH2:32][CH:31]([C:34]([O:36][CH2:37][CH:38]4[CH2:43][CH2:42][NH:41][CH2:40][CH2:39]4)=[O:35])[CH2:30][CH2:29]3)=[O:27])[N:9]=2)[CH:7]=1, predict the reactants needed to synthesize it. The reactants are: [Cl:1][C:2]1[CH:3]=[CH:4][C:5]([O:51][CH:52]([F:54])[F:53])=[C:6]([C:8]2[C:12]([NH:13][C:14]([C:16]3[CH:17]=[N:18][N:19]4[CH:24]=[CH:23][CH:22]=[N:21][C:20]=34)=[O:15])=[CH:11][N:10]([CH2:25][C:26]([N:28]3[CH2:33][CH2:32][CH:31]([C:34]([O:36][CH2:37][CH:38]4[CH2:43][CH2:42][N:41](C(OC(C)(C)C)=O)[CH2:40][CH2:39]4)=[O:35])[CH2:30][CH2:29]3)=[O:27])[N:9]=2)[CH:7]=1. (2) Given the product [C:1]([O:5][C:6]([NH:8][CH:9]([CH2:13][C:14]1[CH:19]=[CH:18][CH:17]=[C:16]([C:20]#[N:21])[CH:15]=1)[CH2:10][OH:11])=[O:7])([CH3:4])([CH3:2])[CH3:3], predict the reactants needed to synthesize it. The reactants are: [C:1]([O:5][C:6]([NH:8][CH:9]([CH2:13][C:14]1[CH:19]=[CH:18][CH:17]=[C:16]([C:20]#[N:21])[CH:15]=1)[C:10](O)=[O:11])=[O:7])([CH3:4])([CH3:3])[CH3:2].CN1CCOCC1.ClC(OCC(C)C)=O.[BH4-].[Na+].